From a dataset of Reaction yield outcomes from USPTO patents with 853,638 reactions. Predict the reaction yield, written as a fraction of the theoretical maximum amount of product (1.0 means a 100% yield; for example, 0.34 means a 34% yield). (1) The reactants are [F:1][C:2]1[C:18]([F:19])=[CH:17][CH:16]=[CH:15][C:3]=1[CH2:4][O:5][CH2:6][CH2:7][CH2:8][CH2:9][CH2:10][CH2:11][N:12]=[C:13]=[O:14].Cl.Cl.[CH2:22]([O:29][C:30](=[O:38])[CH2:31][C@@H:32]([NH2:37])[CH2:33][N:34]([CH3:36])[CH3:35])[C:23]1[CH:28]=[CH:27][CH:26]=[CH:25][CH:24]=1.C(N(CC)CC)C. The catalyst is ClCCl. The product is [CH2:22]([O:29][C:30](=[O:38])[CH2:31][C@@H:32]([NH:37][C:13]([NH:12][CH2:11][CH2:10][CH2:9][CH2:8][CH2:7][CH2:6][O:5][CH2:4][C:3]1[CH:15]=[CH:16][CH:17]=[C:18]([F:19])[C:2]=1[F:1])=[O:14])[CH2:33][N:34]([CH3:35])[CH3:36])[C:23]1[CH:28]=[CH:27][CH:26]=[CH:25][CH:24]=1. The yield is 0.130. (2) The reactants are [CH3:1][O:2][C:3](=[O:14])[C:4]1[CH:9]=[CH:8][C:7]([Cl:10])=[C:6]([N+:11]([O-])=O)[CH:5]=1.O.O.Cl[Sn]Cl. The catalyst is C(O)C. The product is [CH3:1][O:2][C:3](=[O:14])[C:4]1[CH:9]=[CH:8][C:7]([Cl:10])=[C:6]([NH2:11])[CH:5]=1. The yield is 0.690. (3) The reactants are C(OC([CH2:8][NH:9][C:10]1[N:15]=[C:14]([C:16]2[CH:21]=[CH:20][C:19]([CH:22]=[CH:23][C:24]([O:26][CH2:27][CH3:28])=[O:25])=[CH:18][CH:17]=2)[CH:13]=[CH:12][CH:11]=1)=O)(C)(C)C.FC(F)(F)C(O)=O.C(=O)([O-])O.[Na+].[CH2:41]([N:48]=[C:49]=[O:50])[CH2:42][CH2:43][CH2:44][CH2:45][CH2:46][CH3:47].CN(C1C=CC=CN=1)C. The catalyst is ClCCl.C(N(CC)CC)C.O. The product is [CH2:41]([NH:48][C:49](=[O:50])[N:9]([C:10]1[N:15]=[C:14]([C:16]2[CH:17]=[CH:18][C:19]([CH:22]=[CH:23][C:24]([O:26][CH2:27][CH3:28])=[O:25])=[CH:20][CH:21]=2)[CH:13]=[CH:12][CH:11]=1)[CH3:8])[CH2:42][CH2:43][CH2:44][CH2:45][CH2:46][CH3:47]. The yield is 0.510. (4) The product is [Br:14][C:12]1[N:13]=[C:8]([C:6]#[C:5][Si:2]([CH3:4])([CH3:3])[CH3:1])[C:9]([NH2:15])=[N:10][CH:11]=1. The reactants are [CH3:1][Si:2]([C:5]#[CH:6])([CH3:4])[CH3:3].Br[C:8]1[C:9]([NH2:15])=[N:10][CH:11]=[C:12]([Br:14])[N:13]=1.C(N(CC)CC)C. The yield is 0.750. The catalyst is CN(C=O)C.CCOC(C)=O.O.[Cu]I.C1C=CC([P]([Pd]([P](C2C=CC=CC=2)(C2C=CC=CC=2)C2C=CC=CC=2)([P](C2C=CC=CC=2)(C2C=CC=CC=2)C2C=CC=CC=2)[P](C2C=CC=CC=2)(C2C=CC=CC=2)C2C=CC=CC=2)(C2C=CC=CC=2)C2C=CC=CC=2)=CC=1. (5) The reactants are [OH:1][CH2:2][C:3]1([C:6]([NH:8][CH2:9][CH2:10][CH3:11])=[O:7])[CH2:5][CH2:4]1.[H-].[Na+].[NH2:14][C:15]1[CH:22]=[CH:21][CH:20]=[C:19](F)[C:16]=1[C:17]#[N:18]. The catalyst is C1COCC1. The product is [NH2:14][C:15]1[C:16]([C:17]#[N:18])=[C:19]([CH:20]=[CH:21][CH:22]=1)[O:1][CH2:2][C:3]1([C:6]([NH:8][CH2:9][CH2:10][CH3:11])=[O:7])[CH2:4][CH2:5]1. The yield is 0.710. (6) The reactants are [CH2:1]([O:8][C:9]1[CH:46]=[CH:45][C:12]([C:13]([O:15][C:16]2[CH:21]=[CH:20][C:19]([CH2:22][CH:23]([NH:31][C:32](=[O:42])[C:33]3[CH:38]=[CH:37][C:36]([N+:39]([O-])=O)=[CH:35][CH:34]=3)[C:24]([O:26][C:27]([CH3:30])([CH3:29])[CH3:28])=[O:25])=[CH:18][C:17]=2[O:43][CH3:44])=[O:14])=[CH:11][CH:10]=1)[CH2:2][CH2:3][CH2:4][CH2:5][CH2:6][CH3:7]. The catalyst is [Pd]. The product is [CH2:1]([O:8][C:9]1[CH:46]=[CH:45][C:12]([C:13]([O:15][C:16]2[CH:21]=[CH:20][C:19]([CH2:22][CH:23]([NH:31][C:32](=[O:42])[C:33]3[CH:38]=[CH:37][C:36]([NH2:39])=[CH:35][CH:34]=3)[C:24]([O:26][C:27]([CH3:28])([CH3:30])[CH3:29])=[O:25])=[CH:18][C:17]=2[O:43][CH3:44])=[O:14])=[CH:11][CH:10]=1)[CH2:2][CH2:3][CH2:4][CH2:5][CH2:6][CH3:7]. The yield is 0.730.